This data is from NCI-60 drug combinations with 297,098 pairs across 59 cell lines. The task is: Regression. Given two drug SMILES strings and cell line genomic features, predict the synergy score measuring deviation from expected non-interaction effect. (1) Drug 1: C1=NC2=C(N1)C(=S)N=C(N2)N. Drug 2: C(CC(=O)O)C(=O)CN.Cl. Cell line: HOP-62. Synergy scores: CSS=26.7, Synergy_ZIP=-8.37, Synergy_Bliss=-9.30, Synergy_Loewe=-14.0, Synergy_HSA=-5.02. (2) Drug 1: C1=CN(C(=O)N=C1N)C2C(C(C(O2)CO)O)O.Cl. Drug 2: CC1=C(C=C(C=C1)C(=O)NC2=CC(=CC(=C2)C(F)(F)F)N3C=C(N=C3)C)NC4=NC=CC(=N4)C5=CN=CC=C5. Cell line: COLO 205. Synergy scores: CSS=34.1, Synergy_ZIP=0.105, Synergy_Bliss=-3.22, Synergy_Loewe=-15.2, Synergy_HSA=-3.40.